From a dataset of Full USPTO retrosynthesis dataset with 1.9M reactions from patents (1976-2016). Predict the reactants needed to synthesize the given product. (1) The reactants are: C[O:2][C:3](=[O:18])[C@@H:4]([O:15][CH2:16][CH3:17])[CH2:5][C:6]1[CH:7]=[C:8]2[C:12](=[CH:13][CH:14]=1)[NH:11][CH:10]=[CH:9]2.Cl[CH2:20][C:21]1[N:22]=[C:23]([C:27]2[CH:32]=[C:31]([O:33][CH3:34])[CH:30]=[C:29]([O:35][CH3:36])[CH:28]=2)[O:24][C:25]=1[CH3:26]. Given the product [CH3:36][O:35][C:29]1[CH:28]=[C:27]([C:23]2[O:24][C:25]([CH3:26])=[C:21]([CH2:20][N:11]3[C:12]4[C:8](=[CH:7][C:6]([CH2:5][C@H:4]([O:15][CH2:16][CH3:17])[C:3]([OH:2])=[O:18])=[CH:14][CH:13]=4)[CH:9]=[CH:10]3)[N:22]=2)[CH:32]=[C:31]([O:33][CH3:34])[CH:30]=1, predict the reactants needed to synthesize it. (2) The reactants are: C(=O)([O-])[O-].[Cs+].[Cs+].[F:7][C:8]([F:21])([F:20])[C:9]1[CH:14]=[CH:13][C:12]([CH:15]2[CH2:19][CH2:18][CH2:17][NH:16]2)=[CH:11][CH:10]=1.Br[C:23]1[CH:28]=[C:27]([CH3:29])[C:26]([NH:30][C:31](=[O:38])[CH2:32][CH:33]2[CH2:37][CH2:36][CH2:35][CH2:34]2)=[C:25]([CH3:39])[CH:24]=1.C(=O)(O)[O-].[Na+]. Given the product [CH:33]1([CH2:32][C:31]([NH:30][C:26]2[C:25]([CH3:39])=[CH:24][C:23]([N:16]3[CH2:17][CH2:18][CH2:19][CH:15]3[C:12]3[CH:13]=[CH:14][C:9]([C:8]([F:7])([F:20])[F:21])=[CH:10][CH:11]=3)=[CH:28][C:27]=2[CH3:29])=[O:38])[CH2:37][CH2:36][CH2:35][CH2:34]1, predict the reactants needed to synthesize it. (3) Given the product [CH2:38]([O:37][C:35](=[O:36])[CH2:34][N:6]1[CH2:5][C@@H:4]([C:7]([O:9][CH2:10][C:11]2[CH:16]=[CH:15][CH:14]=[CH:13][CH:12]=2)=[O:8])[N:3]([C:17]([O:19][CH2:20][C:21]2[CH:26]=[CH:25][CH:24]=[CH:23][CH:22]=2)=[O:18])[C:2]1=[O:1])[CH3:39], predict the reactants needed to synthesize it. The reactants are: [O:1]=[C:2]1[NH:6][CH2:5][C@@H:4]([C:7]([O:9][CH2:10][C:11]2[CH:16]=[CH:15][CH:14]=[CH:13][CH:12]=2)=[O:8])[N:3]1[C:17]([O:19][CH2:20][C:21]1[CH:26]=[CH:25][CH:24]=[CH:23][CH:22]=1)=[O:18].C([O-])([O-])=O.[K+].[K+].Br[CH2:34][C:35]([O:37][CH2:38][CH3:39])=[O:36]. (4) Given the product [NH2:1][C:2]1[C:7]([C:8]#[N:9])=[C:6]([C:10]2[CH:11]=[CH:12][C:13]([NH:16][C:17](=[O:19])[CH3:18])=[CH:14][CH:15]=2)[C:5]([C:20]#[N:21])=[C:4]([O:42][CH2:41][C:37]2[CH:36]=[N:35][CH:40]=[CH:39][CH:38]=2)[N:3]=1, predict the reactants needed to synthesize it. The reactants are: [NH2:1][C:2]1[C:7]([C:8]#[N:9])=[C:6]([C:10]2[CH:15]=[CH:14][C:13]([NH:16][C:17](=[O:19])[CH3:18])=[CH:12][CH:11]=2)[C:5]([C:20]#[N:21])=[C:4](SC2C=CC=CC=2)[N:3]=1.CC(C)([O-])C.[K+].[N:35]1[CH:40]=[CH:39][CH:38]=[C:37]([CH2:41][OH:42])[CH:36]=1. (5) Given the product [CH2:1]([N:5]([CH2:26][CH3:27])[C:6]1[C:7]2[CH:15]([CH3:28])[C:14](=[O:16])[N:13]([C:17]3[C:22]([CH3:23])=[CH:21][C:20]([CH3:24])=[CH:19][C:18]=3[CH3:25])[C:8]=2[N:9]=[C:10]([CH3:12])[N:11]=1)[CH2:2][CH2:3][CH3:4], predict the reactants needed to synthesize it. The reactants are: [CH2:1]([N:5]([CH2:26][CH3:27])[C:6]1[C:7]2[CH2:15][C:14](=[O:16])[N:13]([C:17]3[C:22]([CH3:23])=[CH:21][C:20]([CH3:24])=[CH:19][C:18]=3[CH3:25])[C:8]=2[N:9]=[C:10]([CH3:12])[N:11]=1)[CH2:2][CH2:3][CH3:4].[CH3:28][Si]([N-][Si](C)(C)C)(C)C.[Li+].CI. (6) Given the product [F:19][C:13]1[C:14]([SH:16])=[CH:15][C:9]2[S:8][C:7]([NH:6][C:4]([CH:1]3[CH2:2][CH2:3]3)=[O:5])=[N:11][C:10]=2[CH:12]=1, predict the reactants needed to synthesize it. The reactants are: [CH:1]1([C:4]([NH:6][C:7]2[S:8][C:9]3[CH:15]=[C:14]([S:16]C#N)[C:13]([F:19])=[CH:12][C:10]=3[N:11]=2)=[O:5])[CH2:3][CH2:2]1.C(O)C.P([O-])(O)(O)=O.[K+].C(S)[C@@H](O)[C@H](O)CS.